Dataset: Forward reaction prediction with 1.9M reactions from USPTO patents (1976-2016). Task: Predict the product of the given reaction. Given the reactants [I:1]I.[CH3:3][O:4][C:5]1[CH:10]=[CH:9][C:8]([C@H:11]2[CH2:14][C@H:13]([CH2:15][C:16]([O:18][CH3:19])=[O:17])[CH2:12]2)=[CH:7][CH:6]=1, predict the reaction product. The product is: [I:1][C:10]1[CH:9]=[C:8]([C@H:11]2[CH2:12][C@H:13]([CH2:15][C:16]([O:18][CH3:19])=[O:17])[CH2:14]2)[CH:7]=[CH:6][C:5]=1[O:4][CH3:3].